Task: Predict the reaction yield, written as a fraction of the theoretical maximum amount of product (1.0 means a 100% yield; for example, 0.34 means a 34% yield).. Dataset: Reaction yield outcomes from USPTO patents with 853,638 reactions The reactants are [NH2:1][CH:2]1[CH2:5][N:4]([C:6]([C:8]2[CH:9]=[C:10]([CH:23]=[CH:24][C:25]=2[F:26])[CH2:11][C:12]2[C:21]3[C:16](=[CH:17][CH:18]=[CH:19][CH:20]=3)[C:15](=[O:22])[NH:14][N:13]=2)=[O:7])[CH2:3]1.[N:27]1[CH:32]=[CH:31][CH:30]=[CH:29][C:28]=1[CH:33]=O.C(O[BH-](OC(=O)C)OC(=O)C)(=O)C.[Na+]. The yield is 0.870. The product is [F:26][C:25]1[CH:24]=[CH:23][C:10]([CH2:11][C:12]2[C:21]3[C:16](=[CH:17][CH:18]=[CH:19][CH:20]=3)[C:15](=[O:22])[NH:14][N:13]=2)=[CH:9][C:8]=1[C:6]([N:4]1[CH2:3][CH:2]([NH:1][CH2:33][C:28]2[CH:29]=[CH:30][CH:31]=[CH:32][N:27]=2)[CH2:5]1)=[O:7]. No catalyst specified.